This data is from Forward reaction prediction with 1.9M reactions from USPTO patents (1976-2016). The task is: Predict the product of the given reaction. (1) The product is: [C:22]12([CH2:23][CH2:24][C:19](=[O:18])[CH2:20][CH2:21]1)[C:2]1[C:3](=[CH:7][CH:8]=[CH:9][CH:10]=1)[C:4](=[O:5])[O:6]2. Given the reactants Br[C:2]1[CH:10]=[CH:9][CH:8]=[CH:7][C:3]=1[C:4]([OH:6])=[O:5].C([Li])CCC.C1O[C:19]2([CH2:24][CH2:23][C:22](=O)[CH2:21][CH2:20]2)[O:18]C1, predict the reaction product. (2) Given the reactants [CH3:1][C:2]1[CH:10]=[C:9]([C:11]([F:14])([F:13])[F:12])[CH:8]=[CH:7][C:3]=1[C:4]([OH:6])=O.C[O:16][C:17](=[O:37])[CH2:18][CH2:19][C:20]1[CH:25]=[CH:24][C:23]([O:26][C:27]2[CH:32]=[C:31]([F:33])[CH:30]=[C:29]([CH2:34][NH2:35])[CH:28]=2)=[CH:22][C:21]=1[CH3:36], predict the reaction product. The product is: [F:33][C:31]1[CH:32]=[C:27]([CH:28]=[C:29]([CH2:34][NH:35][C:4](=[O:6])[C:3]2[CH:7]=[CH:8][C:9]([C:11]([F:14])([F:13])[F:12])=[CH:10][C:2]=2[CH3:1])[CH:30]=1)[O:26][C:23]1[CH:24]=[CH:25][C:20]([CH2:19][CH2:18][C:17]([OH:37])=[O:16])=[C:21]([CH3:36])[CH:22]=1. (3) Given the reactants C(N(S(F)(F)[F:7])CC)C.[CH2:10]([N:17]1[CH2:22][CH2:21][N:20]([CH2:23][C:24]2[CH:29]=[CH:28][CH:27]=[CH:26][CH:25]=2)[CH2:19][CH:18]1[CH2:30]O)[C:11]1[CH:16]=[CH:15][CH:14]=[CH:13][CH:12]=1.C([O-])(O)=O.[Na+], predict the reaction product. The product is: [CH2:10]([N:17]1[CH2:22][CH2:21][N:20]([CH2:23][C:24]2[CH:29]=[CH:28][CH:27]=[CH:26][CH:25]=2)[CH2:19][CH:18]1[CH2:30][F:7])[C:11]1[CH:16]=[CH:15][CH:14]=[CH:13][CH:12]=1. (4) Given the reactants [F:1][C:2]1[CH:3]=[N:4][CH:5]=[C:6]([CH:11]=1)[C:7](Cl)=[N:8][OH:9].[C:12]([C:14]1[CH:19]=[CH:18][CH:17]=[C:16]([CH3:20])[CH:15]=1)#[CH:13].N, predict the reaction product. The product is: [F:1][C:2]1[CH:11]=[C:6]([C:7]2[CH:13]=[C:12]([C:14]3[CH:19]=[CH:18][CH:17]=[C:16]([CH3:20])[CH:15]=3)[O:9][N:8]=2)[CH:5]=[N:4][CH:3]=1. (5) Given the reactants [C:1]([O:5][C:6]([N:8]1[CH2:12][CH2:11][CH:10]([NH:13][CH2:14][C:15]2[CH:20]=[CH:19][CH:18]=[CH:17][C:16]=2[C:21]2[CH:26]=[CH:25][CH:24]=[CH:23][CH:22]=2)[CH2:9]1)=[O:7])([CH3:4])([CH3:3])[CH3:2].C([O-])([O-])=O.[Cs+].[Cs+].I[CH2:34][CH3:35], predict the reaction product. The product is: [C:1]([O:5][C:6]([N:8]1[CH2:12][CH2:11][C@H:10]([N:13]([CH2:14][C:15]2[CH:20]=[CH:19][CH:18]=[CH:17][C:16]=2[C:21]2[CH:26]=[CH:25][CH:24]=[CH:23][CH:22]=2)[CH2:34][CH3:35])[CH2:9]1)=[O:7])([CH3:4])([CH3:2])[CH3:3]. (6) Given the reactants Cl[C:2]1[N:7]=[C:6]([C:8]2[S:12][C:11]([C:13]([CH3:16])([CH3:15])[CH3:14])=[N:10][C:9]=2[C:17]2[C:18]([F:35])=[C:19]([NH:23][S:24]([C:27]3[C:32]([F:33])=[CH:31][CH:30]=[CH:29][C:28]=3[F:34])(=[O:26])=[O:25])[CH:20]=[CH:21][CH:22]=2)[CH:5]=[CH:4][N:3]=1.[NH2:36][CH2:37][CH2:38][C:39]#[N:40].[F-].[Cs+], predict the reaction product. The product is: [C:37]([CH2:38][CH2:39][NH:40][C:2]1[N:7]=[C:6]([C:8]2[S:12][C:11]([C:13]([CH3:14])([CH3:15])[CH3:16])=[N:10][C:9]=2[C:17]2[C:18]([F:35])=[C:19]([NH:23][S:24]([C:27]3[C:28]([F:34])=[CH:29][CH:30]=[CH:31][C:32]=3[F:33])(=[O:25])=[O:26])[CH:20]=[CH:21][CH:22]=2)[CH:5]=[CH:4][N:3]=1)#[N:36].